Dataset: Full USPTO retrosynthesis dataset with 1.9M reactions from patents (1976-2016). Task: Predict the reactants needed to synthesize the given product. (1) Given the product [NH2:25][C:24]1[C:3]2[C:2](=[CH:23][CH:22]=[CH:21][C:4]=2[O:5][CH2:6][C:7]([NH2:10])([CH3:8])[CH3:9])[N:1]=[C:27]([CH3:34])[C:28]=1[C:29]([O:31][CH2:32][CH3:33])=[O:30], predict the reactants needed to synthesize it. The reactants are: [NH2:1][C:2]1[C:3]([C:24]#[N:25])=[C:4]([CH:21]=[CH:22][CH:23]=1)[O:5][CH2:6][C:7]([NH:10]C(=O)OCC1C=CC=CC=1)([CH3:9])[CH3:8].O=[C:27]([CH3:34])[CH2:28][C:29]([O:31][CH2:32][CH3:33])=[O:30]. (2) Given the product [F:37][C:38]([F:43])([F:42])[C:39]([OH:41])=[O:40].[Cl:29][C:24]1[CH:25]=[CH:26][CH:27]=[CH:28][C:23]=1[N:22]1[C:21]2[C:20](=[O:30])[N:19]([CH3:31])[C:18](=[O:32])[N:17]([CH2:33][C:34]([OH:36])=[O:35])[C:16]=2[N:15]=[C:14]1[N:11]1[CH2:12][CH2:13][NH:8][CH2:9][CH2:10]1, predict the reactants needed to synthesize it. The reactants are: C(OC([N:8]1[CH2:13][CH2:12][N:11]([C:14]2[N:22]([C:23]3[CH:28]=[CH:27][CH:26]=[CH:25][C:24]=3[Cl:29])[C:21]3[C:20](=[O:30])[N:19]([CH3:31])[C:18](=[O:32])[N:17]([CH2:33][C:34]([OH:36])=[O:35])[C:16]=3[N:15]=2)[CH2:10][CH2:9]1)=O)(C)(C)C.[F:37][C:38]([F:43])([F:42])[C:39]([OH:41])=[O:40]. (3) Given the product [C:6]([C:8]1[N:9]=[CH:10][N:11]([CH3:13])[CH:12]=1)(=[O:7])[CH3:1], predict the reactants needed to synthesize it. The reactants are: [CH3:1][Li].CON(C)[C:6]([C:8]1[N:9]=[CH:10][N:11]([CH3:13])[CH:12]=1)=[O:7]. (4) Given the product [F:27][C:15]1[CH:16]=[C:17]([CH:20]([CH3:26])[C:21]([O:23][CH2:24][CH3:25])=[O:22])[CH:18]=[CH:19][C:14]=1[I:32], predict the reactants needed to synthesize it. The reactants are: CC1C=CC(S(O)(=O)=O)=CC=1.O.N[C:14]1[CH:19]=[CH:18][C:17]([CH:20]([CH3:26])[C:21]([O:23][CH2:24][CH3:25])=[O:22])=[CH:16][C:15]=1[F:27].N([O-])=O.[Na+].[I-:32]. (5) The reactants are: [CH2:1]([O:23][C:24]1[CH:25]=[C:26]([CH:29]=[C:30]([O:32][CH2:33][CH2:34][CH2:35][CH2:36][CH2:37][CH2:38][CH2:39][CH2:40][CH2:41][CH2:42][CH2:43][CH2:44][CH2:45][CH2:46][CH2:47][CH2:48][CH2:49][CH2:50][CH2:51][CH2:52][CH2:53][CH3:54])[CH:31]=1)[CH2:27]Cl)[CH2:2][CH2:3][CH2:4][CH2:5][CH2:6][CH2:7][CH2:8][CH2:9][CH2:10][CH2:11][CH2:12][CH2:13][CH2:14][CH2:15][CH2:16][CH2:17][CH2:18][CH2:19][CH2:20][CH2:21][CH3:22].O[C:56]1[CH:63]=[C:62]([O:64][CH3:65])[CH:61]=[CH:60][C:57]=1[CH:58]=[O:59].C(=O)([O-])[O-].[K+].[K+]. Given the product [CH2:1]([O:23][C:24]1[CH:25]=[C:26]([CH:29]=[C:30]([O:32][CH2:33][CH2:34][CH2:35][CH2:36][CH2:37][CH2:38][CH2:39][CH2:40][CH2:41][CH2:42][CH2:43][CH2:44][CH2:45][CH2:46][CH2:47][CH2:48][CH2:49][CH2:50][CH2:51][CH2:52][CH2:53][CH3:54])[CH:31]=1)[CH2:27][C:56]1[CH:63]=[C:62]([O:64][CH3:65])[CH:61]=[CH:60][C:57]=1[CH:58]=[O:59])[CH2:2][CH2:3][CH2:4][CH2:5][CH2:6][CH2:7][CH2:8][CH2:9][CH2:10][CH2:11][CH2:12][CH2:13][CH2:14][CH2:15][CH2:16][CH2:17][CH2:18][CH2:19][CH2:20][CH2:21][CH3:22], predict the reactants needed to synthesize it. (6) The reactants are: [C:1]([CH2:3][O:4][C:5]1[C:6]([C:32]2[CH:37]=[CH:36][C:35]([CH3:38])=[CH:34][CH:33]=2)=[C:7]2[C:12](=[CH:13][CH:14]=1)[CH:11]=[C:10]([CH2:15][NH:16][C:17]([C:19]1[C:23]3[CH:24]=[CH:25][CH:26]=[CH:27][C:22]=3[O:21][C:20]=1[CH2:28][CH2:29][CH2:30][CH3:31])=[O:18])[CH:9]=[CH:8]2)#[N:2].[N-:39]=[N+:40]=[N-:41].[Na+].[Cl-].[NH4+]. Given the product [NH:39]1[C:1]([CH2:3][O:4][C:5]2[C:6]([C:32]3[CH:33]=[CH:34][C:35]([CH3:38])=[CH:36][CH:37]=3)=[C:7]3[C:12](=[CH:13][CH:14]=2)[CH:11]=[C:10]([CH2:15][NH:16][C:17]([C:19]2[C:23]4[CH:24]=[CH:25][CH:26]=[CH:27][C:22]=4[O:21][C:20]=2[CH2:28][CH2:29][CH2:30][CH3:31])=[O:18])[CH:9]=[CH:8]3)=[N:2][N:41]=[N:40]1, predict the reactants needed to synthesize it. (7) Given the product [CH3:42][O:43][C:44](=[O:48])[CH2:45][CH2:46][NH:47][C:11](=[O:12])[C:10]1[CH:14]=[CH:15][C:7]([CH:6]([CH:4]2[CH2:3][C:2]([CH3:1])([CH3:28])[CH2:5]2)[NH:16][C:17]2[C:26]([CH3:27])=[CH:25][C:24]3[C:19](=[CH:20][CH:21]=[CH:22][CH:23]=3)[N:18]=2)=[CH:8][CH:9]=1, predict the reactants needed to synthesize it. The reactants are: [CH3:1][C:2]1([CH3:28])[CH2:5][CH:4]([CH:6]([NH:16][C:17]2[C:26]([CH3:27])=[CH:25][C:24]3[C:19](=[CH:20][CH:21]=[CH:22][CH:23]=3)[N:18]=2)[C:7]2[CH:15]=[CH:14][C:10]([C:11](O)=[O:12])=[CH:9][CH:8]=2)[CH2:3]1.Cl.CN(C)CCCN=C=NCC.Cl.[CH3:42][O:43][C:44](=[O:48])[CH2:45][CH2:46][NH2:47].C(N(CC)CC)C.